The task is: Predict the reaction yield, written as a fraction of the theoretical maximum amount of product (1.0 means a 100% yield; for example, 0.34 means a 34% yield).. This data is from Reaction yield outcomes from USPTO patents with 853,638 reactions. The reactants are [Cl:1][C:2]1[CH:21]=[CH:20][C:5]([NH:6][C:7]2[C:16]3[C:11](=[CH:12][C:13]([OH:19])=[C:14]([O:17][CH3:18])[CH:15]=3)[N:10]=[CH:9][N:8]=2)=[C:4]([F:22])[CH:3]=1.Cl.Cl[CH2:25][CH2:26][O:27][C:28]1[CH:29]=[N:30][CH:31]=[CH:32][CH:33]=1.C(=O)([O-])[O-].[K+].[K+]. The catalyst is CN1C(=O)CCC1.O. The product is [Cl:1][C:2]1[CH:21]=[CH:20][C:5]([NH:6][C:7]2[C:16]3[C:11](=[CH:12][C:13]([O:19][CH2:25][CH2:26][O:27][C:28]4[CH:29]=[N:30][CH:31]=[CH:32][CH:33]=4)=[C:14]([O:17][CH3:18])[CH:15]=3)[N:10]=[CH:9][N:8]=2)=[C:4]([F:22])[CH:3]=1. The yield is 0.200.